Dataset: Forward reaction prediction with 1.9M reactions from USPTO patents (1976-2016). Task: Predict the product of the given reaction. (1) Given the reactants [OH:1][CH:2]1[C:7]([C:8]2[C:13]([O:14][CH3:15])=[CH:12][C:11]([O:16][CH3:17])=[CH:10][C:9]=2[O:18][CH3:19])=[CH:6][CH2:5][N:4]([CH3:20])[CH2:3]1.[C:21](OC(=O)C)(=[O:23])[CH3:22], predict the reaction product. The product is: [C:21]([O:1][CH:2]1[C:7]([C:8]2[C:13]([O:14][CH3:15])=[CH:12][C:11]([O:16][CH3:17])=[CH:10][C:9]=2[O:18][CH3:19])=[CH:6][CH2:5][N:4]([CH3:20])[CH2:3]1)(=[O:23])[CH3:22]. (2) Given the reactants Cl[C:2]1[C:3]2[N:4]([C:8]([CH2:14][C:15]3[CH:34]=[CH:33][C:18]4[C:19](=[C:29]([CH3:32])[C:30]#[N:31])[C:20]5[CH:27]=[CH:26][C:25]([F:28])=[CH:24][C:21]=5[O:22][CH2:23][C:17]=4[CH:16]=3)=[C:9]([CH:11]3[CH2:13][CH2:12]3)[N:10]=2)[CH:5]=[CH:6][N:7]=1.[CH3:35][O-:36].[Na+].O, predict the reaction product. The product is: [CH:11]1([C:9]2[N:10]=[C:3]3[C:2]([O:36][CH3:35])=[N:7][CH:6]=[CH:5][N:4]3[C:8]=2[CH2:14][C:15]2[CH:34]=[CH:33][C:18]3/[C:19](=[C:29](/[CH3:32])\[C:30]#[N:31])/[C:20]4[CH:27]=[CH:26][C:25]([F:28])=[CH:24][C:21]=4[O:22][CH2:23][C:17]=3[CH:16]=2)[CH2:13][CH2:12]1.